Dataset: Full USPTO retrosynthesis dataset with 1.9M reactions from patents (1976-2016). Task: Predict the reactants needed to synthesize the given product. (1) Given the product [NH2:31][C:10]1[N:11]=[C:12]([N:14]2[CH:23]([CH3:24])[CH2:22][C:21]3[C:16](=[CH:17][C:18]([C:25]4[CH2:26][CH2:27][N:28]([C:42]5[CH:43]=[C:44]([C:45]#[N:46])[CH:47]=[CH:48][N:49]=5)[CH2:29][CH:30]=4)=[CH:19][CH:20]=3)[CH2:15]2)[CH:13]=[C:8]([N:5]2[CH2:6][CH2:7][N:2]([CH3:1])[CH2:3][CH2:4]2)[N:9]=1, predict the reactants needed to synthesize it. The reactants are: [CH3:1][N:2]1[CH2:7][CH2:6][N:5]([C:8]2[CH:13]=[C:12]([N:14]3[CH:23]([CH3:24])[CH2:22][C:21]4[C:16](=[CH:17][C:18]([C:25]5[CH2:26][CH2:27][NH:28][CH2:29][CH:30]=5)=[CH:19][CH:20]=4)[CH2:15]3)[N:11]=[C:10]([NH2:31])[N:9]=2)[CH2:4][CH2:3]1.C(N(CC)C(C)C)(C)C.Cl[C:42]1[CH:43]=[C:44]([CH:47]=[CH:48][N:49]=1)[C:45]#[N:46]. (2) Given the product [Br:50][C:38]1[CH:39]=[C:40]([C:41]([C:43]2[CH:44]=[N:45][C:46]([F:49])=[CH:47][CH:48]=2)=[CH:2][O:3][CH3:4])[C:35]([NH:34][NH2:28])=[N:36][CH:37]=1, predict the reactants needed to synthesize it. The reactants are: [Cl-].[CH3:2][O:3][CH2:4][P+](C1C=CC=CC=1)(C1C=CC=CC=1)C1C=CC=CC=1.C[Si]([N-:28][Si](C)(C)C)(C)C.[Li+].[NH2:34][C:35]1[C:40]([C:41]([C:43]2[CH:44]=[N:45][C:46]([F:49])=[CH:47][CH:48]=2)=O)=[CH:39][C:38]([Br:50])=[CH:37][N:36]=1.C([Mg]Cl)(C)(C)C. (3) Given the product [NH2:30][CH2:29][CH2:28][CH2:27][N:11]1[C:10]([CH2:9][N:7]([CH2:6][C:5]2[CH:4]=[CH:3][C:2]([Cl:1])=[CH:39][CH:38]=2)[CH3:8])=[CH:14][S:13][C:12]1=[N:15][C:16]1[CH:17]=[CH:18][C:19]([O:22][C:23]([F:24])([F:26])[F:25])=[CH:20][CH:21]=1, predict the reactants needed to synthesize it. The reactants are: [Cl:1][C:2]1[CH:39]=[CH:38][C:5]([CH2:6][N:7]([CH2:9][C:10]2[N:11]([CH2:27][CH2:28][CH2:29][NH:30]C(=O)OC(C)(C)C)[C:12](=[N:15][C:16]3[CH:21]=[CH:20][C:19]([O:22][C:23]([F:26])([F:25])[F:24])=[CH:18][CH:17]=3)[S:13][CH:14]=2)[CH3:8])=[CH:4][CH:3]=1.Cl. (4) Given the product [CH2:1]([N:8]1[CH2:15][C@H:14]2[C@H:10]([CH2:11][CH2:12][C:13]2=[O:16])[CH2:9]1)[C:2]1[CH:3]=[CH:4][CH:5]=[CH:6][CH:7]=1, predict the reactants needed to synthesize it. The reactants are: [CH2:1]([N:8]1[CH2:15][C@H:14]2[C@H:10]([CH:11]=[CH:12][C:13]2=[O:16])[CH2:9]1)[C:2]1[CH:7]=[CH:6][CH:5]=[CH:4][CH:3]=1.[H][H]. (5) Given the product [CH3:24][C:25]1[C:29]([C:2]2[C:10]3[C:5](=[CH:6][C:7]([C:11]4[CH:12]=[C:13]([CH:19]=[C:20]([F:23])[C:21]=4[CH3:22])[C:14]([NH:16][CH2:17][CH3:18])=[O:15])=[CH:8][CH:9]=3)[NH:4][N:3]=2)=[C:28]([CH3:33])[O:27][N:26]=1, predict the reactants needed to synthesize it. The reactants are: Br[C:2]1[C:10]2[C:5](=[CH:6][C:7]([C:11]3[CH:12]=[C:13]([CH:19]=[C:20]([F:23])[C:21]=3[CH3:22])[C:14]([NH:16][CH2:17][CH3:18])=[O:15])=[CH:8][CH:9]=2)[NH:4][N:3]=1.[CH3:24][C:25]1[C:29](B(O)O)=[C:28]([CH3:33])[O:27][N:26]=1.C(=O)([O-])O.[Na+]. (6) Given the product [CH3:1][O:2][C:3]([C:5]1[C:10]([CH3:14])=[C:9]([NH2:12])[CH:8]=[C:7]([Cl:13])[N:6]=1)=[O:4], predict the reactants needed to synthesize it. The reactants are: [CH3:1][O:2][C:3]([C:5]1[C:10](Br)=[C:9]([NH2:12])[CH:8]=[C:7]([Cl:13])[N:6]=1)=[O:4].[CH3:14][Sn](C)(C)C.